Dataset: Reaction yield outcomes from USPTO patents with 853,638 reactions. Task: Predict the reaction yield, written as a fraction of the theoretical maximum amount of product (1.0 means a 100% yield; for example, 0.34 means a 34% yield). (1) The reactants are [CH3:1][O:2][C:3]1[CH:8]=[CH:7][C:6]([C:9]2[O:13][C:12]([CH3:15])([CH3:14])[C:11](=[O:16])[CH:10]=2)=[CH:5][CH:4]=1.C1C(=O)N([Br:24])C(=O)C1. The catalyst is C(Cl)(Cl)Cl.C(Cl)Cl. The product is [Br:24][C:10]1[C:11](=[O:16])[C:12]([CH3:14])([CH3:15])[O:13][C:9]=1[C:6]1[CH:5]=[CH:4][C:3]([O:2][CH3:1])=[CH:8][CH:7]=1. The yield is 0.650. (2) The reactants are C([NH:5][S:6]([C:9]1[S:10][C:11]([C:14]2[CH:19]=[CH:18][CH:17]=[C:16]([C:20]3[N:25]=[C:24]([C:26]([F:29])([F:28])[F:27])[CH:23]=[C:22]([C:30]4[CH:35]=[CH:34][C:33]([F:36])=[C:32]([F:37])[CH:31]=4)[N:21]=3)[CH:15]=2)=[CH:12][CH:13]=1)(=[O:8])=[O:7])(C)(C)C.C(O)(C(F)(F)F)=O. The catalyst is ClCCl. The product is [F:37][C:32]1[CH:31]=[C:30]([C:22]2[CH:23]=[C:24]([C:26]([F:27])([F:29])[F:28])[N:25]=[C:20]([C:16]3[CH:15]=[C:14]([C:11]4[S:10][C:9]([S:6]([NH2:5])(=[O:7])=[O:8])=[CH:13][CH:12]=4)[CH:19]=[CH:18][CH:17]=3)[N:21]=2)[CH:35]=[CH:34][C:33]=1[F:36]. The yield is 0.220. (3) The reactants are Br[CH2:2][CH2:3][CH2:4][OH:5].S([O-])([O-])(=O)=O.C([N+](CCCC)(CCCC)CCCC)CCC.C([N+](CCCC)(CCCC)CCCC)CCC.[Cl:45][C:46]1[CH:51]=[C:50]([O:52][CH2:53][CH:54]=[C:55]([Cl:57])[Cl:56])[CH:49]=[C:48]([Cl:58])[C:47]=1[OH:59].[OH-].[Na+].S(=O)(=O)(O)O. The catalyst is C1(C)C=CC=CC=1.O. The product is [Cl:45][C:46]1[CH:51]=[C:50]([O:52][CH2:53][CH:54]=[C:55]([Cl:57])[Cl:56])[CH:49]=[C:48]([Cl:58])[C:47]=1[O:59][CH2:2][CH2:3][CH2:4][OH:5]. The yield is 0.910. (4) The reactants are [C:1]([C:3]1[CH:4]=[C:5]2[C:10](=[CH:11][C:12]=1F)[O:9][CH2:8][CH2:7][C:6]2([CH3:18])[C:14]([O:16][CH3:17])=[O:15])#[N:2].C([O-])([O-])=O.[K+].[K+].[Cl:25][C:26]1[CH:43]=[CH:42][C:29]([CH2:30][CH2:31][NH:32][C:33](=[O:41])[C:34]2[CH:39]=[CH:38][C:37]([OH:40])=[CH:36][CH:35]=2)=[CH:28][CH:27]=1. The product is [Cl:25][C:26]1[CH:27]=[CH:28][C:29]([CH2:30][CH2:31][NH:32][C:33]([C:34]2[CH:39]=[CH:38][C:37]([O:40][C:12]3[CH:11]=[C:10]4[C:5]([C:6]([CH3:18])([C:14]([O:16][CH3:17])=[O:15])[CH2:7][CH2:8][O:9]4)=[CH:4][C:3]=3[C:1]#[N:2])=[CH:36][CH:35]=2)=[O:41])=[CH:42][CH:43]=1. The yield is 0.590. The catalyst is CN1CCCC1=O. (5) The reactants are [O:1]=[C:2]1[CH2:11][CH2:10][C:9]2[C:4](=[CH:5][CH:6]=[C:7]([C:12]3[CH:17]=[CH:16][C:15]([C:18]([F:21])([F:20])[F:19])=[CH:14][CH:13]=3)[CH:8]=2)[N:3]1[CH2:22][C:23]1[CH:24]=[C:25]([CH:31]=[CH:32][CH:33]=1)[C:26]([O:28]CC)=[O:27].[OH-].[K+].CO. The catalyst is CN(C)C=O. The product is [O:1]=[C:2]1[CH2:11][CH2:10][C:9]2[C:4](=[CH:5][CH:6]=[C:7]([C:12]3[CH:13]=[CH:14][C:15]([C:18]([F:20])([F:19])[F:21])=[CH:16][CH:17]=3)[CH:8]=2)[N:3]1[CH2:22][C:23]1[CH:24]=[C:25]([CH:31]=[CH:32][CH:33]=1)[C:26]([OH:28])=[O:27]. The yield is 0.600. (6) The reactants are Br[C:2]1[CH:3]=[CH:4][C:5]([N+:8]([O-:10])=[O:9])=[N:6][CH:7]=1.[CH3:11][CH:12]1[O:17][CH:16]([CH3:18])[CH2:15][NH:14][CH2:13]1.C(=O)([O-])[O-].[K+].[K+]. The catalyst is [I-].C([N+](CCCC)(CCCC)CCCC)CCC.CS(C)=O.C(OCC)(=O)C. The product is [CH3:18][CH:16]1[O:17][CH:12]([CH3:11])[CH2:13][N:14]([C:2]2[CH:7]=[N:6][C:5]([N+:8]([O-:10])=[O:9])=[CH:4][CH:3]=2)[CH2:15]1. The yield is 0.780. (7) The reactants are [Cl:1][C:2]1[CH:3]=[CH:4][C:5]([NH:18][CH2:19][CH:20]2[CH2:25][CH2:24][NH:23][CH2:22][CH2:21]2)=[C:6]([CH:17]=1)[C:7]([NH:9][C:10]1[CH:15]=[CH:14][C:13]([CH3:16])=[CH:12][N:11]=1)=[O:8].[C:26]1(=O)[CH2:30][CH2:29][CH2:28][CH2:27]1.C([BH3-])#N.[Na+]. The catalyst is CO.C(O)(=O)C.O1CCCC1. The product is [Cl:1][C:2]1[CH:3]=[CH:4][C:5]([NH:18][CH2:19][CH:20]2[CH2:25][CH2:24][N:23]([CH:26]3[CH2:30][CH2:29][CH2:28][CH2:27]3)[CH2:22][CH2:21]2)=[C:6]([CH:17]=1)[C:7]([NH:9][C:10]1[CH:15]=[CH:14][C:13]([CH3:16])=[CH:12][N:11]=1)=[O:8]. The yield is 0.580. (8) The reactants are [CH3:1][S:2]([C:5]1[CH:26]=[CH:25][C:8]([O:9][C:10]2[C:11]([C:23]#[N:24])=[N:12][CH:13]=[C:14]([S:16][C:17]3[CH:22]=[CH:21][CH:20]=[CH:19][N:18]=3)[CH:15]=2)=[CH:7][CH:6]=1)(=[O:4])=[O:3].[OH-:27].[Na+]. The catalyst is S(=O)(=O)(O)O. The product is [CH3:1][S:2]([C:5]1[CH:26]=[CH:25][C:8]([O:9][C:10]2[C:11]([C:23]([NH2:24])=[O:27])=[N:12][CH:13]=[C:14]([S:16][C:17]3[CH:22]=[CH:21][CH:20]=[CH:19][N:18]=3)[CH:15]=2)=[CH:7][CH:6]=1)(=[O:4])=[O:3]. The yield is 0.910. (9) The yield is 0.920. The catalyst is C1COCC1.O. The product is [SH:4][CH2:5][C:6]1[CH:7]=[C:8]([C:22]([OH:24])=[O:23])[C:9]([C:12]2[CH:17]=[CH:16][CH:15]=[C:14]([C:18]([OH:20])=[O:19])[CH:13]=2)=[CH:10][CH:11]=1. The reactants are C([S:4][CH2:5][C:6]1[CH:7]=[C:8]([C:22]([O:24]C)=[O:23])[C:9]([C:12]2[CH:17]=[CH:16][CH:15]=[C:14]([C:18]([O:20]C)=[O:19])[CH:13]=2)=[CH:10][CH:11]=1)(=O)C.[OH-].[Na+].Cl.